Dataset: Catalyst prediction with 721,799 reactions and 888 catalyst types from USPTO. Task: Predict which catalyst facilitates the given reaction. The catalyst class is: 8. Product: [CH3:12][N:13]1[C:18](=[O:19])[CH:17]=[C:16]([CH3:20])[N:15]=[C:14]1[S:21][CH2:2][C:3]1[C:4]([Cl:11])=[CH:5][CH:6]=[C:7]([Cl:10])[C:8]=1[Cl:9]. Reactant: Br[CH2:2][C:3]1[C:8]([Cl:9])=[C:7]([Cl:10])[CH:6]=[CH:5][C:4]=1[Cl:11].[CH3:12][N:13]1[C:18](=[O:19])[CH:17]=[C:16]([CH3:20])[N:15]=[C:14]1[SH:21].C(N(CC)CC)C.